Dataset: Forward reaction prediction with 1.9M reactions from USPTO patents (1976-2016). Task: Predict the product of the given reaction. (1) Given the reactants [N:1]1([CH2:7][CH2:8][NH2:9])[CH2:6][CH2:5][O:4][CH2:3][CH2:2]1.Cl[C:11]1[N:12]=[N+:13]([O-:23])[C:14]2[CH:20]=[C:19]([CH3:21])[C:18]([CH3:22])=[CH:17][C:15]=2[N:16]=1, predict the reaction product. The product is: [CH3:22][C:18]1[C:19]([CH3:21])=[CH:20][C:14]2[N+:13]([O-:23])=[N:12][C:11]([NH:9][CH2:8][CH2:7][N:1]3[CH2:6][CH2:5][O:4][CH2:3][CH2:2]3)=[N:16][C:15]=2[CH:17]=1. (2) The product is: [C:1]([O:5][C:6]([N:8]1[CH:12]=[C:11]([C:13]2[CH:14]=[CH:15][C:16]([N:19]3[CH2:20][CH2:21][N:22]([C:25]([O:27][C:28]([CH3:29])([CH3:30])[CH3:31])=[O:26])[CH2:23][CH2:24]3)=[CH:17][CH:18]=2)[C:10]([NH:32][C@H:33]([C:38]([OH:40])=[O:39])[CH2:34][CH:35]([CH3:36])[CH3:37])=[N:9]1)=[O:7])([CH3:2])([CH3:4])[CH3:3]. Given the reactants [C:1]([O:5][C:6]([N:8]1[CH:12]=[C:11]([C:13]2[CH:18]=[CH:17][C:16]([N:19]3[CH2:24][CH2:23][N:22]([C:25]([O:27][C:28]([CH3:31])([CH3:30])[CH3:29])=[O:26])[CH2:21][CH2:20]3)=[CH:15][CH:14]=2)[C:10]([NH:32][C@H:33]([C:38]([O:40]CC2C=CC(OC)=CC=2)=[O:39])[CH2:34][CH:35]([CH3:37])[CH3:36])=[N:9]1)=[O:7])([CH3:4])([CH3:3])[CH3:2], predict the reaction product. (3) Given the reactants Br[CH2:2][C:3]1[C:7]([Cl:8])=[CH:6][NH:5][N:4]=1.[CH3:9][C:10]1[N:15]=[C:14]([SH:16])[N:13]=[C:12]([OH:17])[CH:11]=1, predict the reaction product. The product is: [Cl:8][C:7]1[C:3]([CH2:2][S:16][C:14]2[N:13]=[C:12]([OH:17])[CH:11]=[C:10]([CH3:9])[N:15]=2)=[N:4][NH:5][CH:6]=1. (4) Given the reactants [Cl:1][C:2]1[CH:7]=[CH:6][C:5]([C:8]2[CH2:9][CH2:10][CH2:11][O:12][CH:13]=2)=[CH:4][CH:3]=1.[H][H], predict the reaction product. The product is: [Cl:1][C:2]1[CH:3]=[CH:4][C:5]([CH:8]2[CH2:9][CH2:10][CH2:11][O:12][CH2:13]2)=[CH:6][CH:7]=1.